This data is from KCNQ2 potassium channel screen with 302,405 compounds. The task is: Binary Classification. Given a drug SMILES string, predict its activity (active/inactive) in a high-throughput screening assay against a specified biological target. (1) The molecule is s1c(N2C(C(=C(O)C2=O)C(=O)c2occc2)c2ccc(OC)cc2)nnc1C. The result is 0 (inactive). (2) The molecule is s1c2c(n(c(C(=O)N3CCc4c3cccc4)c2)Cc2ccc(F)cc2)cc1. The result is 0 (inactive).